Dataset: Peptide-MHC class II binding affinity with 134,281 pairs from IEDB. Task: Regression. Given a peptide amino acid sequence and an MHC pseudo amino acid sequence, predict their binding affinity value. This is MHC class II binding data. (1) The peptide sequence is EHLSSLRNLCELLGV. The MHC is DRB1_0802 with pseudo-sequence DRB1_0802. The binding affinity (normalized) is 0.314. (2) The peptide sequence is AGILARNLVPMVATV. The MHC is DRB1_1101 with pseudo-sequence DRB1_1101. The binding affinity (normalized) is 0.0855. (3) The peptide sequence is GRYKDEKDVTDITVK. The MHC is HLA-DPA10103-DPB10301 with pseudo-sequence HLA-DPA10103-DPB10301. The binding affinity (normalized) is 0. (4) The peptide sequence is PCKGDSVTIKLDGNL. The MHC is HLA-DQA10101-DQB10501 with pseudo-sequence HLA-DQA10101-DQB10501. The binding affinity (normalized) is 0. (5) The peptide sequence is AIVNFVSKVMIGSPK. The MHC is DRB1_0101 with pseudo-sequence DRB1_0101. The binding affinity (normalized) is 0.581. (6) The peptide sequence is LHQNFKDTSMQKTIP. The MHC is HLA-DQA10601-DQB10402 with pseudo-sequence HLA-DQA10601-DQB10402. The binding affinity (normalized) is 0.331.